Task: Binary Classification. Given a miRNA mature sequence and a target amino acid sequence, predict their likelihood of interaction.. Dataset: Experimentally validated miRNA-target interactions with 360,000+ pairs, plus equal number of negative samples (1) The miRNA is mmu-miR-590-3p with sequence UAAUUUUAUGUAUAAGCUAGU. The protein sequence of the target gene is MCKDYVYDIDIEQIAKEEQGEALKLQASTSTEVSQQQCSVPGLGEKYPTWETTKPELELLGHNPRRRRIASSFTIGLRGLINLGNTCFMNCIVQALTHTPILRDFFLSDRHRCEMPSPELCLVCEMSSLFRELYSGNPSPHVPYKLLHLVWIHARHLAGYRQQDAHEFLIAALDVLHRHCKGDDVGKVASNPNHCNCIIDQIFTGGLQSDVTCQACHGVSTTIDPCWDISLDLPGSCTSFWPMSPGRESSLNGESHIPGITTLTDCLRRFTRPEHLGSSAKIKCGSCQSYQESTKQLTMK.... Result: 0 (no interaction). (2) The miRNA is hsa-miR-345-5p with sequence GCUGACUCCUAGUCCAGGGCUC. The protein sequence of the target gene is MSKTFVKSKEMGELVNTPSWMDKGLGSQNEVKEEESRPGTYGMLSSLTEEHDSIEEEEEEEEDGEKPKRRGPKKKKMTKARLERFRARRVKANARERTRMHGLNDALDNLRRVMPCYSKTQKLSKIETLRLARNYIWALSEVLETGQTPEGKGFVEMLCKGLSQPTSNLVAGCLQLGPQSVLLEKHEDKSPICDSAISVHNFNYQSPGLPSPPYGHMETHLLHLKPQVFKSLGESSFGSHLPDCSTPPYEGPLTPPLSISGNFSLKQDGSPDLEKSYSFMPHYPSSSLSSGHVHSTPFQA.... Result: 0 (no interaction). (3) The miRNA is hsa-miR-5690 with sequence UCAGCUACUACCUCUAUUAGG. The protein sequence of the target gene is MVLLTAVLLLLAAYAGPAQSLGSFVHCEPCDEKALSMCPPSPLGCELVKEPGCGCCMTCALAEGQSCGVYTERCAQGLRCLPRQDEEKPLHALLHGRGVCLNEKSYREQVKIERDSREHEEPTTSEMAEETYSPKIFRPKHTRISELKAEAVKKDRRKKLTQSKFVGGAENTAHPRIISAPEMRQESEQGPCRRHMEASLQELKASPRMVPRAVYLPNCDRKGFYKRKQCKPSRGRKRGICWCVDKYGMKLPGMEYVDGDFQCHTFDSSNVE. Result: 0 (no interaction). (4) The miRNA is hsa-miR-2115-5p with sequence AGCUUCCAUGACUCCUGAUGGA. The protein sequence of the target gene is MRGARGAWDLLCVLLVLLRGQTATSQPSASPGEPSPPSIHPAQSELIVEAGDTLSLTCIDPDFVRWTFKTYFNEMVENKKNEWIQEKAEATRTGTYTCSNSNGLTSSIYVFVRDPAKLFLVGLPLFGKEDSDALVRCPLTDPQVSNYSLIECDGKSLPTDLTFVPNPKAGITIKNVKRAYHRLCVRCAAQRDGTWLHSDKFTLKVRAAIKAIPVVSVPETSHLLKKGDTFTVVCTIKDVSTSVNSMWLKMNPQPQHIAQVKHNSWHRGDFNYERQETLTISSARVDDSGVFMCYANNTFG.... Result: 0 (no interaction). (5) The protein sequence of the target gene is MPTLNTSASPPTFFWANASGGSVLSADDAPMPVKFLALRLMVALAYGLVGAIGLLGNLAVLWVLSNCARRAPGPPSDTFVFNLALADLGLALTLPFWAAESALDFHWPFGGALCKMVLTATVLNVYASIFLITALSVARYWVVAMAAGPGTHLSLFWARIATLAVWAAAALVTVPTAVFGVEGEVCGVRLCLLRFPSRYWLGAYQLQRVVLAFMVPLGVITTSYLLLLAFLQRRQRRRQDSRVVARSVRILVASFFLCWFPNHVVTLWGVLVKFDLVPWNSTFYTIQTYVFPVTTCLAHS.... Result: 0 (no interaction). The miRNA is hsa-miR-770-5p with sequence UCCAGUACCACGUGUCAGGGCCA.